This data is from M1 muscarinic receptor antagonist screen with 61,756 compounds. The task is: Binary Classification. Given a drug SMILES string, predict its activity (active/inactive) in a high-throughput screening assay against a specified biological target. The molecule is S(=O)(=O)(NCCC(=O)Nc1c(cccc1)C)c1cc2CCN(c2cc1)C(=O)CC. The result is 0 (inactive).